From a dataset of Reaction yield outcomes from USPTO patents with 853,638 reactions. Predict the reaction yield, written as a fraction of the theoretical maximum amount of product (1.0 means a 100% yield; for example, 0.34 means a 34% yield). (1) The reactants are [CH2:1]([O:3][C:4](=[O:22])[C:5]1[CH:10]=[C:9]([N+:11]([O-])=O)[CH:8]=[C:7]([N+]([O-])=O)[C:6]=1[CH:17]=[CH:18][N:19](C)C)[CH3:2].Cl[Sn]Cl. The catalyst is C(O)C. The product is [CH2:1]([O:3][C:4]([C:5]1[C:6]2[CH:17]=[CH:18][NH:19][C:7]=2[CH:8]=[C:9]([NH2:11])[CH:10]=1)=[O:22])[CH3:2]. The yield is 0.400. (2) The product is [Cl:10][C:3]1[C:2]2[N:1]=[C:13]([CH3:14])[NH:8][C:7]=2[CH:6]=[C:5]([Cl:9])[N:4]=1. The yield is 0.710. The reactants are [NH2:1][C:2]1[C:3]([Cl:10])=[N:4][C:5]([Cl:9])=[CH:6][C:7]=1[NH2:8].[OH-].[Na+].[C:13](O)(=O)[CH3:14]. No catalyst specified. (3) The reactants are C([O:5][C:6]([CH:8]1[CH:12]([C:13]2[CH:18]=[CH:17][CH:16]=[C:15]([Cl:19])[C:14]=2[F:20])[C:11]([C:23]2[CH:28]=[CH:27][C:26]([Cl:29])=[CH:25][C:24]=2[F:30])([C:21]#[N:22])[CH:10]([CH2:31][CH:32]2[CH2:37][CH2:36][O:35][CH2:34][CH2:33]2)[NH:9]1)=[O:7])(C)(C)C.[F:38][C:39]([F:44])([F:43])[C:40]([OH:42])=[O:41]. The catalyst is ClCCl. The product is [F:38][C:39]([F:44])([F:43])[C:40]([OH:42])=[O:41].[Cl:19][C:15]1[C:14]([F:20])=[C:13]([CH:12]2[C:11]([C:23]3[CH:28]=[CH:27][C:26]([Cl:29])=[CH:25][C:24]=3[F:30])([C:21]#[N:22])[CH:10]([CH2:31][CH:32]3[CH2:33][CH2:34][O:35][CH2:36][CH2:37]3)[NH:9][CH:8]2[C:6]([OH:7])=[O:5])[CH:18]=[CH:17][CH:16]=1. The yield is 0.800. (4) The reactants are [CH3:1][O:2][CH:3]([O:13][CH3:14])[CH2:4][C:5](=[O:12])[CH2:6][C:7]([O:9][CH2:10][CH3:11])=[O:8].[H][H]. The catalyst is CO. The product is [CH3:1][O:2][CH:3]([O:13][CH3:14])[CH2:4][CH:5]([OH:12])[CH2:6][C:7]([O:9][CH2:10][CH3:11])=[O:8]. The yield is 1.00.